Dataset: Catalyst prediction with 721,799 reactions and 888 catalyst types from USPTO. Task: Predict which catalyst facilitates the given reaction. Reactant: Br[C:2]1[CH:3]=[C:4]2[O:27][CH2:26][CH2:25][C:5]2=[C:6]2[C:10]=1[NH:9][C:8]([C:11](=[O:14])[NH:12][CH3:13])=[C:7]2[CH2:15][CH2:16][NH:17][C:18](=[O:24])[O:19][C:20]([CH3:23])([CH3:22])[CH3:21].C(N(CC)CC)C.O1CCCC1. Product: [CH3:13][NH:12][C:11]([C:8]1[NH:9][C:10]2[C:6]([C:7]=1[CH2:15][CH2:16][NH:17][C:18](=[O:24])[O:19][C:20]([CH3:23])([CH3:22])[CH3:21])=[C:5]1[CH2:25][CH2:26][O:27][C:4]1=[CH:3][CH:2]=2)=[O:14]. The catalyst class is: 63.